This data is from Forward reaction prediction with 1.9M reactions from USPTO patents (1976-2016). The task is: Predict the product of the given reaction. (1) The product is: [ClH:26].[F:1][C:2]1[C:11]2[C:6](=[CH:7][CH:8]=[CH:9][C:10]=2[NH:12][CH:13]2[CH2:18][CH2:17][NH:16][CH2:15][CH2:14]2)[CH:5]=[N:4][CH:3]=1. Given the reactants [F:1][C:2]1[C:11]2[C:6](=[CH:7][CH:8]=[CH:9][C:10]=2[NH:12][CH:13]2[CH2:18][CH2:17][N:16](C(OC(C)(C)C)=O)[CH2:15][CH2:14]2)[CH:5]=[N:4][CH:3]=1.[ClH:26].CO, predict the reaction product. (2) Given the reactants C[O:2][C:3](=[O:40])[C:4]1[CH:9]=[CH:8][C:7]([N:10]([CH2:12][CH2:13][C:14]2[C:22]3[C:17](=[CH:18][CH:19]=[C:20]([Cl:23])[CH:21]=3)[N:16]([CH:24]([C:31]3[CH:36]=[CH:35][CH:34]=[CH:33][CH:32]=3)[C:25]3[CH:30]=[CH:29][CH:28]=[CH:27][CH:26]=3)[C:15]=2[CH2:37][CH2:38][NH2:39])[CH3:11])=[CH:6][CH:5]=1.[Cl:41][C:42]1[CH:47]=[CH:46][CH:45]=[C:44]([CH3:48])[C:43]=1[S:49](Cl)(=[O:51])=[O:50], predict the reaction product. The product is: [CH:24]([N:16]1[C:17]2[C:22](=[CH:21][C:20]([Cl:23])=[CH:19][CH:18]=2)[C:14]([CH2:13][CH2:12][N:10]([CH3:11])[C:7]2[CH:6]=[CH:5][C:4]([C:3]([OH:2])=[O:40])=[CH:9][CH:8]=2)=[C:15]1[CH2:37][CH2:38][NH:39][S:49]([C:43]1[C:44]([CH3:48])=[CH:45][CH:46]=[CH:47][C:42]=1[Cl:41])(=[O:50])=[O:51])([C:25]1[CH:30]=[CH:29][CH:28]=[CH:27][CH:26]=1)[C:31]1[CH:36]=[CH:35][CH:34]=[CH:33][CH:32]=1. (3) Given the reactants C([Mg]Cl)(C)C.Br[C:7]1[CH:8]=[N:9][CH:10]=[CH:11][CH:12]=1.C(N(CC)CC)C.[CH:20]([N:23]1[C:27](=[O:28])[N:26]([C:29]2[CH:34]=[CH:33][C:32]([C:35]([F:38])([F:37])[F:36])=[CH:31][CH:30]=2)[N:25]=[C:24]1[CH:39]=[O:40])([CH3:22])[CH3:21], predict the reaction product. The product is: [OH:40][CH:39]([C:7]1[CH:8]=[N:9][CH:10]=[CH:11][CH:12]=1)[C:24]1[N:23]([CH:20]([CH3:22])[CH3:21])[C:27](=[O:28])[N:26]([C:29]2[CH:30]=[CH:31][C:32]([C:35]([F:38])([F:36])[F:37])=[CH:33][CH:34]=2)[N:25]=1. (4) Given the reactants [F:1][C:2]1[CH:3]=[C:4]2[C:9](=[CH:10][CH:11]=1)[O:8][C:7]([C:12]1[CH:13]=[N:14][CH:15]=[CH:16][CH:17]=1)=[CH:6][C:5]2=O.COC1C=CC(P2(SP(C3C=CC(OC)=CC=3)(=S)S2)=[S:28])=CC=1, predict the reaction product. The product is: [F:1][C:2]1[CH:3]=[C:4]2[C:9](=[CH:10][CH:11]=1)[O:8][C:7]([C:12]1[CH:13]=[N:14][CH:15]=[CH:16][CH:17]=1)=[CH:6][C:5]2=[S:28]. (5) Given the reactants [CH2:1]([O:3][C:4]1[NH:8][N:7]=[C:6]([C:9]([O:11]CC)=O)[CH:5]=1)[CH3:2].C([C:17]1C=C(C(NC)=O)N[N:18]=1)(C)C, predict the reaction product. The product is: [CH2:1]([O:3][C:4]1[NH:8][N:7]=[C:6]([C:9]([NH:18][CH3:17])=[O:11])[CH:5]=1)[CH3:2]. (6) Given the reactants [F:1][C:2]1[CH:23]=[CH:22][CH:21]=[C:20]([F:24])[C:3]=1[CH2:4][O:5][C:6]1[N:11]2[N:12]=[C:13]([CH3:18])[C:14]([C:15]([OH:17])=O)=[C:10]2[CH:9]=[C:8]([CH3:19])[CH:7]=1.CN(C(ON1N=NC2C=CC=CC1=2)=[N+](C)C)C.[B-](F)(F)(F)F.CN1CCOCC1.[NH2:54][CH2:55][C@H:56]1[CH2:61][CH2:60][C@H:59]([C:62]([O:64][CH3:65])=[O:63])[CH2:58][CH2:57]1.C(O)(C(F)(F)F)=O, predict the reaction product. The product is: [F:24][C:20]1[CH:21]=[CH:22][CH:23]=[C:2]([F:1])[C:3]=1[CH2:4][O:5][C:6]1[N:11]2[N:12]=[C:13]([CH3:18])[C:14]([C:15]([NH:54][CH2:55][C@H:56]3[CH2:57][CH2:58][C@H:59]([C:62]([O:64][CH3:65])=[O:63])[CH2:60][CH2:61]3)=[O:17])=[C:10]2[CH:9]=[C:8]([CH3:19])[CH:7]=1. (7) Given the reactants [F:1][C:2]1[C:11]([F:12])=[CH:10][C:9]([CH:13]=O)=[C:8]2[C:3]=1[C:4](=[O:16])[CH:5]=[C:6]([CH3:15])[O:7]2.[CH3:17][C:18](=[O:23])[CH2:19][C:20](=[O:22])[CH3:21].C1(C)C=CC(S(O)(=O)=O)=CC=1.C(OCC)(=O)C, predict the reaction product. The product is: [F:1][C:2]1[C:11]([F:12])=[CH:10][C:9]([CH:13]=[C:19]([C:18](=[O:23])[CH3:17])[C:20](=[O:22])[CH3:21])=[C:8]2[C:3]=1[C:4](=[O:16])[CH:5]=[C:6]([CH3:15])[O:7]2.